From a dataset of Forward reaction prediction with 1.9M reactions from USPTO patents (1976-2016). Predict the product of the given reaction. (1) The product is: [NH2:1][C:2]1[C:3]2[C:10]([C:11]#[C:12][C:13]3[CH:14]=[C:15]([O:21][CH3:22])[CH:16]=[C:17]([O:19][CH3:20])[CH:18]=3)=[CH:9][N:8]([C@@H:23]3[CH2:27][NH:26][C@H:25]([C:35]([N:36]([CH2:38][CH2:39][N:40]([CH3:42])[CH3:41])[CH3:37])=[O:43])[CH2:24]3)[C:4]=2[N:5]=[CH:6][N:7]=1. Given the reactants [NH2:1][C:2]1[C:3]2[C:10]([C:11]#[C:12][C:13]3[CH:18]=[C:17]([O:19][CH3:20])[CH:16]=[C:15]([O:21][CH3:22])[CH:14]=3)=[CH:9][N:8]([C@@H:23]3[CH2:27][N:26](C(OC(C)(C)C)=O)[C@H:25]([C:35](=[O:43])[N:36]([CH2:38][CH2:39][N:40]([CH3:42])[CH3:41])[CH3:37])[CH2:24]3)[C:4]=2[N:5]=[CH:6][N:7]=1.NC1C2C(C#CC3C=C(OC)C=C(OC)C=3)=CN([C@@H]3CN(C(OC(C)(C)C)=O)[C@H](C(OC)=O)C3)C=2N=CN=1, predict the reaction product. (2) Given the reactants [F:1][C:2]1[CH:7]=[C:6]([F:8])[CH:5]=[CH:4][C:3]=1[N:9]1[C:17](=[O:18])[C:16]2[C@H:15]3[C:19]([CH3:21])([CH3:20])[C@:12]([CH3:22])([CH2:13][CH2:14]3)[C:11]=2[NH:10]1.[F:23][C:24]1[CH:31]=[CH:30][C:27]([CH2:28]Br)=[CH:26][CH:25]=1, predict the reaction product. The product is: [F:1][C:2]1[CH:7]=[C:6]([F:8])[CH:5]=[CH:4][C:3]=1[N:9]1[C:17](=[O:18])[C:16]2[C@H:15]3[C:19]([CH3:21])([CH3:20])[C@:12]([CH3:22])([CH2:13][CH2:14]3)[C:11]=2[N:10]1[CH2:28][C:27]1[CH:30]=[CH:31][C:24]([F:23])=[CH:25][CH:26]=1. (3) Given the reactants O=[C:2]1[CH:11]=[N:10][C:9]2[C:4](=[CH:5][CH:6]=[C:7]([C:12]#[N:13])[CH:8]=2)[NH:3]1.O=P(Cl)(Cl)[Cl:16], predict the reaction product. The product is: [Cl:16][C:2]1[CH:11]=[N:10][C:9]2[C:4](=[CH:5][CH:6]=[C:7]([C:12]#[N:13])[CH:8]=2)[N:3]=1. (4) Given the reactants [CH2:1]([N:5]([S:25]([C:28]1[CH:33]=[CH:32][C:31]([CH3:34])=[CH:30][CH:29]=1)(=[O:27])=[O:26])[CH:6]([C:22]([OH:24])=[O:23])[CH2:7][CH2:8][CH2:9][CH2:10][NH:11][C:12]([O:14][CH2:15]C1C=CC=CC=1)=[O:13])[CH:2]([CH3:4])[CH3:3].C([O-])([O-])=O.[K+].[K+].C1COCC1.[CH:46]1[C:58]2[CH:57](COC(ON3C(=O)CCC3=O)=O)[C:56]3[C:51](=[CH:52][CH:53]=[CH:54][CH:55]=3)[C:50]=2[CH:49]=[CH:48][CH:47]=1, predict the reaction product. The product is: [CH2:1]([N:5]([S:25]([C:28]1[CH:33]=[CH:32][C:31]([CH3:34])=[CH:30][CH:29]=1)(=[O:26])=[O:27])[CH:6]([C:22]([OH:24])=[O:23])[CH2:7][CH2:8][CH2:9][CH2:10][NH:11][C:12]([O:14][CH2:15][CH:57]1[C:58]2[CH:46]=[CH:47][CH:48]=[CH:49][C:50]=2[C:51]2[C:56]1=[CH:55][CH:54]=[CH:53][CH:52]=2)=[O:13])[CH:2]([CH3:3])[CH3:4]. (5) Given the reactants [CH2:1]([O:8][C:9]1[C:14]([F:15])=[CH:13][C:12]([F:16])=[CH:11][C:10]=1Br)[C:2]1[CH:7]=[CH:6][CH:5]=[CH:4][CH:3]=1.[Li]CCCC.CCCCCC.CON(C)[C:32]([C@@H:34]1[CH2:39][CH2:38][CH2:37][N:36]([C:40]([O:42][C:43]([CH3:46])([CH3:45])[CH3:44])=[O:41])[CH2:35]1)=[O:33], predict the reaction product. The product is: [CH2:1]([O:8][C:9]1[C:14]([F:15])=[CH:13][C:12]([F:16])=[CH:11][C:10]=1[C:32]([C@@H:34]1[CH2:39][CH2:38][CH2:37][N:36]([C:40]([O:42][C:43]([CH3:46])([CH3:45])[CH3:44])=[O:41])[CH2:35]1)=[O:33])[C:2]1[CH:7]=[CH:6][CH:5]=[CH:4][CH:3]=1. (6) Given the reactants [ClH:1].[NH2:2][CH2:3][CH2:4][C:5]1[C:13]2[C:8](=[CH:9][CH:10]=[C:11]([OH:14])[CH:12]=2)[NH:7][CH:6]=1.C=O.[C:17](O)(=O)C, predict the reaction product. The product is: [ClH:1].[CH2:17]1[C:6]2[NH:7][C:8]3[C:13](=[CH:12][C:11]([OH:14])=[CH:10][CH:9]=3)[C:5]=2[CH2:4][CH2:3][NH:2]1. (7) Given the reactants [C:1]([Si:5]([CH3:22])([CH3:21])[O:6][C@@H:7]1[CH2:12][C@@H:11]([O:13][Si:14]([C:17]([CH3:20])([CH3:19])[CH3:18])([CH3:16])[CH3:15])[CH2:10][NH:9][CH2:8]1)([CH3:4])([CH3:3])[CH3:2].C(N(CC)CC)C.Cl[C:31]([O:33][CH2:34][C:35]1[CH:40]=[CH:39][CH:38]=[CH:37][CH:36]=1)=[O:32], predict the reaction product. The product is: [CH2:34]([O:33][C:31]([N:9]1[CH2:10][C@H:11]([O:13][Si:14]([C:17]([CH3:20])([CH3:19])[CH3:18])([CH3:16])[CH3:15])[CH2:12][C@@H:7]([O:6][Si:5]([C:1]([CH3:4])([CH3:3])[CH3:2])([CH3:22])[CH3:21])[CH2:8]1)=[O:32])[C:35]1[CH:40]=[CH:39][CH:38]=[CH:37][CH:36]=1. (8) Given the reactants [C:1]1([C@H:7]2[CH2:11][O:10][CH2:9][C@H:8]2[NH:12]CC2C=CC=CC=2)[CH:6]=[CH:5][CH:4]=[CH:3][CH:2]=1, predict the reaction product. The product is: [C:1]1([C@H:7]2[CH2:11][O:10][CH2:9][C@H:8]2[NH2:12])[CH:2]=[CH:3][CH:4]=[CH:5][CH:6]=1.